This data is from Forward reaction prediction with 1.9M reactions from USPTO patents (1976-2016). The task is: Predict the product of the given reaction. (1) Given the reactants [C:1]([NH2:20])([C:14]1[CH:19]=[CH:18][CH:17]=[CH:16][CH:15]=1)([C:8]1[CH:13]=[CH:12][CH:11]=[CH:10][CH:9]=1)[C:2]1[CH:7]=[CH:6][CH:5]=[CH:4][CH:3]=1.C=O.[C:23](O)(=O)C.[CH2:27]([O:34][P:35]([O-:44])[O:36][CH2:37][C:38]1[CH:43]=[CH:42][CH:41]=[CH:40][CH:39]=1)[C:28]1[CH:33]=[CH:32][CH:31]=[CH:30][CH:29]=1, predict the reaction product. The product is: [CH2:37]([O:36][P:35]([CH2:23][NH:20][C:1]([C:8]1[CH:13]=[CH:12][CH:11]=[CH:10][CH:9]=1)([C:14]1[CH:15]=[CH:16][CH:17]=[CH:18][CH:19]=1)[C:2]1[CH:3]=[CH:4][CH:5]=[CH:6][CH:7]=1)(=[O:44])[O:34][CH2:27][C:28]1[CH:29]=[CH:30][CH:31]=[CH:32][CH:33]=1)[C:38]1[CH:39]=[CH:40][CH:41]=[CH:42][CH:43]=1. (2) The product is: [Cl:1][C:2]1[CH:7]=[CH:6][C:5]([N+:8]([O-:10])=[O:9])=[CH:4][C:3]=1[S:12]([Cl:11])(=[O:14])=[O:13]. Given the reactants [Cl:1][C:2]1[CH:7]=[CH:6][C:5]([N+:8]([O-:10])=[O:9])=[CH:4][CH:3]=1.[Cl:11][S:12](O)(=[O:14])=[O:13], predict the reaction product. (3) The product is: [Br:1][C:2]1[C:3]([O:14][CH2:21][O:22][CH2:23][CH2:24][O:25][CH3:26])=[C:4]([CH:7]=[C:8]([C:10]([CH3:11])([CH3:13])[CH3:12])[CH:9]=1)[CH:5]=[O:6]. Given the reactants [Br:1][C:2]1[C:3]([OH:14])=[C:4]([CH:7]=[C:8]([C:10]([CH3:13])([CH3:12])[CH3:11])[CH:9]=1)[CH:5]=[O:6].C(=O)([O-])[O-].[K+].[K+].[CH3:21][O:22][CH2:23][CH2:24][O:25][CH2:26]Cl, predict the reaction product. (4) Given the reactants [N:1]1([CH2:6][C:7]2[CH:8]=[C:9]([NH:13][C:14]3[N:23]=[CH:22][C:21]4[C:16](=[CH:17][C:18]([O:25][C@H:26]5[CH2:30][CH2:29][N:28](C(OC(C)(C)C)=O)[CH2:27]5)=[C:19](Br)[CH:20]=4)[N:15]=3)[CH:10]=[CH:11][CH:12]=2)[CH:5]=[N:4][CH:3]=[N:2]1.[CH:38]([N:41](C(C)C)CC)(C)C, predict the reaction product. The product is: [N:1]1([CH2:6][C:7]2[CH:8]=[C:9]([NH:13][C:14]3[N:23]=[CH:22][C:21]4[C:16](=[CH:17][C:18]([O:25][C@H:26]5[CH2:30][CH2:29][NH:28][CH2:27]5)=[C:19]([C:38]#[N:41])[CH:20]=4)[N:15]=3)[CH:10]=[CH:11][CH:12]=2)[CH:5]=[N:4][CH:3]=[N:2]1. (5) Given the reactants CC(C[AlH]CC(C)C)C.C(O[C:13](=O)[CH2:14][C:15]1([NH:19][C:20](=[O:27])[C:21]2[CH:26]=[CH:25][CH:24]=[CH:23][CH:22]=2)[CH2:18][CH2:17][CH2:16]1)C.C[OH:30].[NH4+].[Cl-], predict the reaction product. The product is: [C:20]([NH:19][C:15]1([C:14](=[O:30])[CH3:13])[CH2:18][CH2:17][CH2:16]1)(=[O:27])[C:21]1[CH:26]=[CH:25][CH:24]=[CH:23][CH:22]=1. (6) The product is: [CH3:14][N:15]1[CH2:20][CH2:19][N:18]([S:10]([C:6]2[CH:7]=[CH:8][CH:9]=[C:4]([N+:1]([O-:3])=[O:2])[CH:5]=2)(=[O:12])=[O:11])[CH2:17][CH2:16]1. Given the reactants [N+:1]([C:4]1[CH:5]=[C:6]([S:10](Cl)(=[O:12])=[O:11])[CH:7]=[CH:8][CH:9]=1)([O-:3])=[O:2].[CH3:14][N:15]1[CH2:20][CH2:19][NH:18][CH2:17][CH2:16]1.C(N(CC)CC)C, predict the reaction product. (7) Given the reactants Cl.[NH2:2][CH2:3][C:4]1[CH:29]=[CH:28][C:7]([C:8]([NH:10][C@H:11]2[CH2:16][CH2:15][CH2:14][CH2:13][C@@H:12]2[CH2:17][N:18]2[CH2:23][CH2:22][CH2:21][C@@H:20]([CH2:24][O:25][CH2:26][CH3:27])[CH2:19]2)=[O:9])=[CH:6][CH:5]=1.C(N(C(C)C)CC)(C)C.[CH2:39]([S:41](Cl)(=[O:43])=[O:42])[CH3:40].C([O-])(O)=O.[Na+], predict the reaction product. The product is: [CH2:26]([O:25][CH2:24][C@@H:20]1[CH2:21][CH2:22][CH2:23][N:18]([CH2:17][C@H:12]2[CH2:13][CH2:14][CH2:15][CH2:16][C@@H:11]2[NH:10][C:8](=[O:9])[C:7]2[CH:6]=[CH:5][C:4]([CH2:3][NH:2][S:41]([CH2:39][CH3:40])(=[O:43])=[O:42])=[CH:29][CH:28]=2)[CH2:19]1)[CH3:27]. (8) Given the reactants Br[C:2]1[CH:3]=[CH:4][C:5]2[N:6]([CH:8]=[C:9]([C:11]3[CH:16]=[CH:15][C:14]([Cl:17])=[CH:13][CH:12]=3)[N:10]=2)[CH:7]=1.[C:18](#N)[CH3:19].C(=O)([O-])[OH:22].[Na+].[C:26]1(C)[CH:31]=[CH:30][CH:29]=[CH:28][CH:27]=1, predict the reaction product. The product is: [Cl:17][C:14]1[CH:15]=[CH:16][C:11]([C:9]2[N:10]=[C:5]3[CH:4]=[CH:3][C:2]([C:27]4[CH:28]=[C:29]([C:18](=[O:22])[CH3:19])[CH:30]=[CH:31][CH:26]=4)=[CH:7][N:6]3[CH:8]=2)=[CH:12][CH:13]=1.